The task is: Predict which catalyst facilitates the given reaction.. This data is from Catalyst prediction with 721,799 reactions and 888 catalyst types from USPTO. (1) Reactant: Cl.[C:2]([NH:5][C:6]1[CH:11]=[CH:10][C:9]([C:12]2[C:17]([C:18]#[N:19])=[C:16]([NH2:20])[N:15]=[C:14]([S:21][CH2:22][C:23]3[N:28]=[C:27]([CH2:29][CH2:30][C:31](O)=[O:32])[CH:26]=[CH:25][CH:24]=3)[N:13]=2)=[CH:8][CH:7]=1)(=[O:4])[CH3:3].[CH3:34][N:35]1[CH2:40][CH2:39][NH:38][CH2:37][CH2:36]1.CCN=C=NCCCN(C)C.C(N(C(C)C)CC)(C)C. Product: [NH2:20][C:16]1[N:15]=[C:14]([S:21][CH2:22][C:23]2[CH:24]=[CH:25][CH:26]=[C:27]([CH2:29][CH2:30][C:31]([N:38]3[CH2:39][CH2:40][N:35]([CH3:34])[CH2:36][CH2:37]3)=[O:32])[N:28]=2)[N:13]=[C:12]([C:9]2[CH:10]=[CH:11][C:6]([NH:5][C:2](=[O:4])[CH3:3])=[CH:7][CH:8]=2)[C:17]=1[C:18]#[N:19]. The catalyst class is: 448. (2) Reactant: [CH:1]1([C:7]2[C:8]3[CH:9]=[CH:10][C:11]([C:35]([O:37][CH3:38])=[O:36])=[CH:12][C:13]=3[N:14]3[C:21]=2[C:20]2[CH:22]=[CH:23][CH:24]=[CH:25][C:19]=2[O:18][CH2:17][CH:16]([CH2:26][CH2:27][CH2:28][N:29]2[CH2:34][CH2:33][NH:32][CH2:31][CH2:30]2)[CH2:15]3)[CH2:6][CH2:5][CH2:4][CH2:3][CH2:2]1.[C:39]([O:43][C:44]([N-:46][S:47](N1C=CC(=[N+](C)C)C=C1)(=[O:49])=[O:48])=[O:45])([CH3:42])([CH3:41])[CH3:40].[CH2:59]1COCC1. Product: [C:39]([O:43][C:44]([N:46]([CH3:59])[S:47]([N:32]1[CH2:33][CH2:34][N:29]([CH2:28][CH2:27][CH2:26][CH:16]2[CH2:15][N:14]3[C:13]4[CH:12]=[C:11]([C:35]([O:37][CH3:38])=[O:36])[CH:10]=[CH:9][C:8]=4[C:7]([CH:1]4[CH2:6][CH2:5][CH2:4][CH2:3][CH2:2]4)=[C:21]3[C:20]3[CH:22]=[CH:23][CH:24]=[CH:25][C:19]=3[O:18][CH2:17]2)[CH2:30][CH2:31]1)(=[O:49])=[O:48])=[O:45])([CH3:42])([CH3:41])[CH3:40]. The catalyst class is: 25.